Dataset: Full USPTO retrosynthesis dataset with 1.9M reactions from patents (1976-2016). Task: Predict the reactants needed to synthesize the given product. Given the product [CH2:43]([C:40]1[CH:39]=[N:38][C:37]([N:21]2[CH2:20][CH2:19][CH:18]([N:15]3[CH2:16][CH2:17][C@H:13]([O:12][C:11]4[CH:10]=[CH:9][C:8]([N:7]5[C:3]([CH3:2])=[N:4][N:5]=[N:6]5)=[CH:26][CH:25]=4)[C:14]3=[O:24])[CH2:23][CH2:22]2)=[N:42][CH:41]=1)[CH3:44], predict the reactants needed to synthesize it. The reactants are: Cl.[CH3:2][C:3]1[N:7]([C:8]2[CH:26]=[CH:25][C:11]([O:12][C@H:13]3[CH2:17][CH2:16][N:15]([CH:18]4[CH2:23][CH2:22][NH:21][CH2:20][CH2:19]4)[C:14]3=[O:24])=[CH:10][CH:9]=2)[N:6]=[N:5][N:4]=1.CCN(C(C)C)C(C)C.Cl[C:37]1[N:42]=[CH:41][C:40]([CH2:43][CH3:44])=[CH:39][N:38]=1.O.